Dataset: Catalyst prediction with 721,799 reactions and 888 catalyst types from USPTO. Task: Predict which catalyst facilitates the given reaction. (1) Reactant: [CH3:1][O:2][C:3](=[O:17])[C@@H:4]([NH2:16])[CH2:5][C:6]([O:8][CH2:9][C:10]1[CH:15]=[CH:14][CH:13]=[CH:12][CH:11]=1)=[O:7].C(OC(=O)CC(N[C:33]([O:35][C:36]([CH3:39])([CH3:38])[CH3:37])=[O:34])C(O)=O)C1C=CC=CC=1.C1(C)C=CC=CC=1.C[Si](C=[N+]=[N-])(C)C. Product: [CH3:1][O:2][C:3](=[O:17])[CH:4]([NH:16][C:33]([O:35][C:36]([CH3:39])([CH3:38])[CH3:37])=[O:34])[CH2:5][C:6]([O:8][CH2:9][C:10]1[CH:15]=[CH:14][CH:13]=[CH:12][CH:11]=1)=[O:7]. The catalyst class is: 5. (2) Reactant: [F:1][C:2]1[CH:7]=[CH:6][C:5]([CH:8]([C:24]2[CH:29]=[CH:28][C:27]([F:30])=[CH:26][CH:25]=2)[CH:9]2[C:14](=[O:15])[CH2:13][CH2:12][N:11]([CH2:16][C:17]3[CH:22]=[CH:21][CH:20]=[CH:19][C:18]=3[OH:23])[CH2:10]2)=[CH:4][CH:3]=1.ClCCl.Br[CH2:35][F:36].C(=O)([O-])[O-].[K+].[K+].C(N(C(C)C)CC)(C)C. Product: [F:1][C:2]1[CH:3]=[CH:4][C:5]([CH:8]([C:24]2[CH:25]=[CH:26][C:27]([F:30])=[CH:28][CH:29]=2)[CH:9]2[C:14](=[O:15])[CH2:13][CH2:12][N:11]([CH2:16][C:17]3[CH:22]=[CH:21][CH:20]=[CH:19][C:18]=3[O:23][CH2:35][F:36])[CH2:10]2)=[CH:6][CH:7]=1. The catalyst class is: 434. (3) Product: [ClH:40].[C:15]([N:18]1[CH2:23][CH2:22][N:21]([C:24](=[O:39])[CH2:25][O:26][C:27]2[CH:36]=[C:35]3[C:30]([C:31]([CH:6]4[C:5]5[C:9](=[CH:10][CH:11]=[C:3]([C:1]#[N:2])[CH:4]=5)[NH:8][C:7]4=[O:12])=[N:32][CH:33]=[N:34]3)=[CH:29][CH:28]=2)[CH2:20][CH2:19]1)(=[O:17])[CH3:16]. The catalyst class is: 16. Reactant: [C:1]([C:3]1[CH:4]=[C:5]2[C:9](=[CH:10][CH:11]=1)[NH:8][C:7](=[O:12])[CH2:6]2)#[N:2].[H-].[Na+].[C:15]([N:18]1[CH2:23][CH2:22][N:21]([C:24](=[O:39])[CH2:25][O:26][C:27]2[CH:36]=[C:35]3[C:30]([C:31](SC)=[N:32][CH:33]=[N:34]3)=[CH:29][CH:28]=2)[CH2:20][CH2:19]1)(=[O:17])[CH3:16].[Cl-:40].[NH4+]. (4) Reactant: Cl.[F:2][C:3]1[CH:8]=[C:7]([F:9])[CH:6]=[CH:5][C:4]=1[NH:10][NH2:11].[CH3:12][C:13]([O:16][C:17](O[C:17]([O:16][C:13]([CH3:15])([CH3:14])[CH3:12])=[O:18])=[O:18])([CH3:15])[CH3:14].C([O-])([O-])=O.[Na+].[Na+].C(#N)C. Product: [F:2][C:3]1[CH:8]=[C:7]([F:9])[CH:6]=[CH:5][C:4]=1[NH:10][NH:11][C:17]([O:16][C:13]([CH3:15])([CH3:14])[CH3:12])=[O:18]. The catalyst class is: 6. (5) Reactant: [Cl:1][C:2]1[CH:3]=[C:4]([N+:9]([O-:11])=[O:10])[CH:5]=[CH:6][C:7]=1F.Cl.[CH3:13][NH:14][CH3:15].C([O-])([O-])=O.[K+].[K+]. Product: [Cl:1][C:2]1[CH:3]=[C:4]([N+:9]([O-:11])=[O:10])[CH:5]=[CH:6][C:7]=1[N:14]([CH3:15])[CH3:13]. The catalyst class is: 6. (6) Reactant: [F:1][C:2]1[C:7]([NH2:8])=[CH:6][CH:5]=[C:4]([F:9])[C:3]=1[NH:10][C:11]1[C:16]([C:17]2[N:25]=[CH:24][N:23]=[C:22]3[C:18]=2[N:19]=[CH:20][N:21]3[CH:26]2[CH2:31][CH2:30][CH2:29][CH2:28][O:27]2)=[CH:15][CH:14]=[CH:13][N:12]=1.[Cl:32][C:33]1[CH:38]=[CH:37][CH:36]=[C:35]([CH3:39])[C:34]=1[S:40](Cl)(=[O:42])=[O:41].N1C=CC=CC=1. The catalyst class is: 4. Product: [Cl:32][C:33]1[CH:38]=[CH:37][CH:36]=[C:35]([CH3:39])[C:34]=1[S:40]([NH:8][C:7]1[CH:6]=[CH:5][C:4]([F:9])=[C:3]([NH:10][C:11]2[C:16]([C:17]3[N:25]=[CH:24][N:23]=[C:22]4[C:18]=3[N:19]=[CH:20][N:21]4[CH:26]3[CH2:31][CH2:30][CH2:29][CH2:28][O:27]3)=[CH:15][CH:14]=[CH:13][N:12]=2)[C:2]=1[F:1])(=[O:41])=[O:42]. (7) Reactant: [H-].[Na+].I[CH3:4].[Cl:5][C:6]1[N:11]=[C:10]([C:12]2[C:20]3[C:15](=[CH:16][CH:17]=[CH:18][CH:19]=3)[NH:14][CH:13]=2)[C:9]([Cl:21])=[CH:8][N:7]=1. Product: [Cl:5][C:6]1[N:11]=[C:10]([C:12]2[C:20]3[C:15](=[CH:16][CH:17]=[CH:18][CH:19]=3)[N:14]([CH3:4])[CH:13]=2)[C:9]([Cl:21])=[CH:8][N:7]=1. The catalyst class is: 1.